Dataset: NCI-60 drug combinations with 297,098 pairs across 59 cell lines. Task: Regression. Given two drug SMILES strings and cell line genomic features, predict the synergy score measuring deviation from expected non-interaction effect. (1) Drug 1: C1CCC(CC1)NC(=O)N(CCCl)N=O. Drug 2: CC1=CC=C(C=C1)C2=CC(=NN2C3=CC=C(C=C3)S(=O)(=O)N)C(F)(F)F. Cell line: NCI-H226. Synergy scores: CSS=15.0, Synergy_ZIP=-4.19, Synergy_Bliss=-1.15, Synergy_Loewe=-0.764, Synergy_HSA=-0.886. (2) Drug 1: CN1C(=O)N2C=NC(=C2N=N1)C(=O)N. Drug 2: CC(C)(C#N)C1=CC(=CC(=C1)CN2C=NC=N2)C(C)(C)C#N. Cell line: 786-0. Synergy scores: CSS=-1.94, Synergy_ZIP=1.20, Synergy_Bliss=1.57, Synergy_Loewe=-0.904, Synergy_HSA=-0.162. (3) Drug 1: C1=NC2=C(N=C(N=C2N1C3C(C(C(O3)CO)O)O)F)N. Drug 2: C(CCl)NC(=O)N(CCCl)N=O. Cell line: NCI-H522. Synergy scores: CSS=5.94, Synergy_ZIP=-3.68, Synergy_Bliss=-5.78, Synergy_Loewe=-6.92, Synergy_HSA=-6.61. (4) Drug 1: CC12CCC(CC1=CCC3C2CCC4(C3CC=C4C5=CN=CC=C5)C)O. Drug 2: CC(C1=C(C=CC(=C1Cl)F)Cl)OC2=C(N=CC(=C2)C3=CN(N=C3)C4CCNCC4)N. Cell line: EKVX. Synergy scores: CSS=10.4, Synergy_ZIP=-0.750, Synergy_Bliss=2.56, Synergy_Loewe=-0.635, Synergy_HSA=0.787. (5) Drug 1: C#CCC(CC1=CN=C2C(=N1)C(=NC(=N2)N)N)C3=CC=C(C=C3)C(=O)NC(CCC(=O)O)C(=O)O. Drug 2: CC1C(C(CC(O1)OC2CC(CC3=C2C(=C4C(=C3O)C(=O)C5=CC=CC=C5C4=O)O)(C(=O)C)O)N)O. Cell line: BT-549. Synergy scores: CSS=35.2, Synergy_ZIP=-10.0, Synergy_Bliss=-8.63, Synergy_Loewe=-5.39, Synergy_HSA=-4.41. (6) Drug 1: CN1C2=C(C=C(C=C2)N(CCCl)CCCl)N=C1CCCC(=O)O.Cl. Drug 2: CN(C(=O)NC(C=O)C(C(C(CO)O)O)O)N=O. Cell line: SK-OV-3. Synergy scores: CSS=2.92, Synergy_ZIP=5.00, Synergy_Bliss=1.66, Synergy_Loewe=-2.08, Synergy_HSA=-0.244.